Dataset: Forward reaction prediction with 1.9M reactions from USPTO patents (1976-2016). Task: Predict the product of the given reaction. (1) Given the reactants [F:1][C:2]1[CH:10]=[CH:9][C:5]([C:6](O)=[O:7])=[CH:4][CH:3]=1.CN.C1COCC1.C[CH2:19][N:20](CC)CC.C1C=CC2N(O)N=NC=2C=1.C1CCC(N=C=NC2CCCCC2)CC1, predict the reaction product. The product is: [F:1][C:2]1[CH:10]=[CH:9][C:5]([C:6]([NH:20][CH3:19])=[O:7])=[CH:4][CH:3]=1. (2) Given the reactants [C:1]([C:3]1([N:6]2[CH2:11][C:10]3([CH2:16][CH2:15][N:14](C(OC(C)(C)C)=O)[CH2:13][CH2:12]3)[O:9][CH2:8][C:7]2=[O:24])[CH2:5][CH2:4]1)#[N:2].Cl.[O:26]1CCOCC1.C(N(CC)CC)C.[Br:39][C:40]1[CH:45]=[CH:44][C:43]([S:46](Cl)(=[O:48])=[O:47])=[CH:42][CH:41]=1, predict the reaction product. The product is: [Br:39][C:40]1[CH:45]=[CH:44][C:43]([S:46]([N:14]2[CH2:13][CH2:12][C:10]3([O:9][CH2:8][C:7](=[O:24])[N:6]([C:3]4([C:1]([NH2:2])=[O:26])[CH2:4][CH2:5]4)[CH2:11]3)[CH2:16][CH2:15]2)(=[O:48])=[O:47])=[CH:42][CH:41]=1. (3) Given the reactants [NH:1]1[CH:5]=[CH:4][N:3]=[CH:2]1.C(=O)([O-])[O-].[K+].[K+].F[C:13]1[CH:20]=[CH:19][C:16]([CH:17]=[O:18])=[CH:15][C:14]=1[O:21][CH3:22].O, predict the reaction product. The product is: [N:1]1([C:13]2[CH:20]=[CH:19][C:16]([CH:17]=[O:18])=[CH:15][C:14]=2[O:21][CH3:22])[CH:5]=[CH:4][N:3]=[CH:2]1. (4) Given the reactants [Cl:1][C:2]1[CH:7]=[CH:6][C:5]([CH2:8][NH:9][C:10](=[O:26])[C:11]2[C:16]([CH3:17])=[CH:15][C:14]([N:18]3[CH2:23][CH2:22][O:21][CH2:20][CH2:19]3)=[CH:13][C:12]=2[O:24]C)=[CH:4][CH:3]=1.B(Br)(Br)Br.O, predict the reaction product. The product is: [Cl:1][C:2]1[CH:7]=[CH:6][C:5]([CH2:8][NH:9][C:10](=[O:26])[C:11]2[C:16]([CH3:17])=[CH:15][C:14]([N:18]3[CH2:19][CH2:20][O:21][CH2:22][CH2:23]3)=[CH:13][C:12]=2[OH:24])=[CH:4][CH:3]=1.